Dataset: Forward reaction prediction with 1.9M reactions from USPTO patents (1976-2016). Task: Predict the product of the given reaction. (1) Given the reactants [F:1][C:2]1[CH:33]=[CH:32][C:5]([C:6](/[N:8]=[C:9]2/[N:10]([C@H:20]3[CH2:25][CH2:24][C@@H:23]([C:26](=[O:31])[NH:27][CH:28]([CH3:30])[CH3:29])[CH2:22][CH2:21]3)[C:11]3[CH:16]=[C:15]([O:17]C)[N:14]=[CH:13][C:12]=3[NH:19]/2)=[O:7])=[CH:4][CH:3]=1.[I-].[Na+].O.[Si](Cl)(C)(C)C, predict the reaction product. The product is: [F:1][C:2]1[CH:3]=[CH:4][C:5]([C:6](/[N:8]=[C:9]2/[N:10]([C@H:20]3[CH2:21][CH2:22][C@@H:23]([C:26](=[O:31])[NH:27][CH:28]([CH3:30])[CH3:29])[CH2:24][CH2:25]3)[C:11]3[CH:16]=[C:15]([OH:17])[N:14]=[CH:13][C:12]=3[NH:19]/2)=[O:7])=[CH:32][CH:33]=1. (2) Given the reactants Cl[C:2]1[C:11]2[C:6](=[C:7]([N+:13]([O-:15])=[O:14])[C:8]([CH3:12])=[CH:9][CH:10]=2)[CH:5]=[CH:4][N:3]=1.Cl.C1C[O:20]CC1, predict the reaction product. The product is: [CH3:12][C:8]1[C:7]([N+:13]([O-:15])=[O:14])=[C:6]2[C:11](=[CH:10][CH:9]=1)[C:2](=[O:20])[NH:3][CH:4]=[CH:5]2. (3) The product is: [Cl:8][C:4]1[CH:5]=[CH:6][CH:7]=[C:2]([Cl:1])[C:3]=1[C:9]1[C:13]([CH2:14][O:15][C:16]2[CH:17]=[C:18]3[C:22](=[CH:23][CH:24]=2)[CH2:21][CH:20]([C:25]2[CH:26]=[C:27]([CH:32]=[CH:33][CH:34]=2)[C:28]([OH:30])=[O:29])[CH2:19]3)=[C:12]([CH:35]([CH3:37])[CH3:36])[O:11][N:10]=1. Given the reactants [Cl:1][C:2]1[CH:7]=[CH:6][CH:5]=[C:4]([Cl:8])[C:3]=1[C:9]1[C:13]([CH2:14][O:15][C:16]2[CH:17]=[C:18]3[C:22](=[CH:23][CH:24]=2)[CH2:21][CH:20]([C:25]2[CH:26]=[C:27]([CH:32]=[CH:33][CH:34]=2)[C:28]([O:30]C)=[O:29])[CH2:19]3)=[C:12]([CH:35]([CH3:37])[CH3:36])[O:11][N:10]=1.[OH-].[Na+], predict the reaction product.